Predict the reaction yield, written as a fraction of the theoretical maximum amount of product (1.0 means a 100% yield; for example, 0.34 means a 34% yield). From a dataset of Reaction yield outcomes from USPTO patents with 853,638 reactions. (1) The reactants are [O:1]1[C:5]2[CH:6]=[CH:7][CH:8]=[CH:9][C:4]=2[CH:3]=[C:2]1[C:10]1[N:14]2[N:15]=[C:16]([O:19][CH2:20][CH2:21][CH2:22][S:23](=[N:26]C#N)([CH3:25])=[O:24])[CH:17]=[CH:18][C:13]2=[N:12][CH:11]=1.S(=O)(=O)(O)O.[OH-].[Na+]. The catalyst is O. The product is [O:1]1[C:5]2[CH:6]=[CH:7][CH:8]=[CH:9][C:4]=2[CH:3]=[C:2]1[C:10]1[N:14]2[N:15]=[C:16]([O:19][CH2:20][CH2:21][CH2:22][S:23]([CH3:25])(=[NH:26])=[O:24])[CH:17]=[CH:18][C:13]2=[N:12][CH:11]=1. The yield is 0.720. (2) The catalyst is C(O)C. The product is [CH:1]1([CH:6]([NH:17][C:18]2[CH:23]=[CH:22][C:21]([C:24]([N:26]([CH3:34])[CH2:27][CH2:28][C:29]([OH:31])=[O:30])=[O:25])=[CH:20][CH:19]=2)[C:7]2[S:8][C:9]3[CH:16]=[CH:15][CH:14]=[CH:13][C:10]=3[C:11]=2[CH3:12])[CH2:5][CH2:4][CH2:3][CH2:2]1. The reactants are [CH:1]1([CH:6]([NH:17][C:18]2[CH:23]=[CH:22][C:21]([C:24]([N:26]([CH3:34])[CH2:27][CH2:28][C:29]([O:31]CC)=[O:30])=[O:25])=[CH:20][CH:19]=2)[C:7]2[S:8][C:9]3[CH:16]=[CH:15][CH:14]=[CH:13][C:10]=3[C:11]=2[CH3:12])[CH2:5][CH2:4][CH2:3][CH2:2]1.O1CCCC1.[OH-].[Na+]. The yield is 0.920. (3) The reactants are [NH2:1][C:2]1[N:3]=[C:4]([NH:17][CH:18]2[CH2:23][CH2:22][NH:21][CH2:20][CH2:19]2)[S:5][C:6]=1[C:7]([C:9]1[C:14]([F:15])=[CH:13][CH:12]=[CH:11][C:10]=1[F:16])=[O:8].[C:24](=O)([O:35]C1C=CC([N+]([O-])=O)=CC=1)[O:25][C:26]1[CH:31]=[CH:30][C:29]([N+:32]([O-:34])=[O:33])=[CH:28][CH:27]=1. The catalyst is CN(C=O)C. The product is [N+:32]([C:29]1[CH:28]=[CH:27][C:26]([O:25][C:24]([N:21]2[CH2:22][CH2:23][CH:18]([NH:17][C:4]3[S:5][C:6]([C:7](=[O:8])[C:9]4[C:14]([F:15])=[CH:13][CH:12]=[CH:11][C:10]=4[F:16])=[C:2]([NH2:1])[N:3]=3)[CH2:19][CH2:20]2)=[O:35])=[CH:31][CH:30]=1)([O-:34])=[O:33]. The yield is 0.320. (4) The reactants are [NH2:1][C:2]1[S:3][C:4]([CH3:10])=[C:5]([CH3:9])[C:6]=1[C:7]#[N:8].[C:11](O)(=O)[CH3:12].[NH3:15].C(OCC)(OCC)(OCC)C. No catalyst specified. The product is [CH3:11][C:12]1[N:8]=[C:7]([NH2:15])[C:6]2[C:5]([CH3:9])=[C:4]([CH3:10])[S:3][C:2]=2[N:1]=1. The yield is 0.600. (5) The reactants are [CH3:1][C:2]1[CH:10]=[CH:9][C:5](C(O)=O)=[CH:4][N:3]=1.C([N:13]([CH2:16]C)CC)C.C1(P(N=[N+]=[N-])(C2C=CC=CC=2)=[O:25])C=CC=CC=1.[C:35]([OH:39])([CH3:38])([CH3:37])[CH3:36]. The catalyst is O1CCOCC1. The product is [C:35]([O:39][C:16]([NH:13][C:5]1[CH:9]=[CH:10][C:2]([CH3:1])=[N:3][CH:4]=1)=[O:25])([CH3:38])([CH3:37])[CH3:36]. The yield is 0.870. (6) The reactants are [Cl:1][C:2]1[N:7]=[C:6]([NH2:8])[C:5]([CH3:9])=[CH:4][N:3]=1.Br[C:11]1[CH:16]=[CH:15][C:14]([Cl:17])=[C:13]([C:18]([F:21])([F:20])[F:19])[CH:12]=1.CC1(C)C2C(=C(P(C3C=CC=CC=3)C3C=CC=CC=3)C=CC=2)OC2C(P(C3C=CC=CC=3)C3C=CC=CC=3)=CC=CC1=2.C(=O)([O-])[O-].[Cs+].[Cs+]. The catalyst is O1CCOCC1.CN(C=O)C.C1C=CC(/C=C/C(/C=C/C2C=CC=CC=2)=O)=CC=1.C1C=CC(/C=C/C(/C=C/C2C=CC=CC=2)=O)=CC=1.C1C=CC(/C=C/C(/C=C/C2C=CC=CC=2)=O)=CC=1.[Pd].[Pd]. The product is [Cl:1][C:2]1[N:7]=[C:6]([NH:8][C:11]2[CH:16]=[CH:15][C:14]([Cl:17])=[C:13]([C:18]([F:21])([F:20])[F:19])[CH:12]=2)[C:5]([CH3:9])=[CH:4][N:3]=1. The yield is 0.960. (7) The reactants are [C:1]12([CH2:11][O:12][C:13]3[CH:20]=[CH:19][C:16]([C:17]#[N:18])=[CH:15][C:14]=3[C:21]3(O)[CH2:24][CH2:23][CH2:22]3)[CH2:10][CH:5]3[CH2:6][CH:7]([CH2:9][CH:3]([CH2:4]3)[CH2:2]1)[CH2:8]2.C([SiH](CC)CC)C.FC(F)(F)C(O)=O. The catalyst is C(Cl)Cl.[OH-].[Na+]. The product is [C:1]12([CH2:11][O:12][C:13]3[CH:20]=[CH:19][C:16]([C:17]#[N:18])=[CH:15][C:14]=3[CH:21]3[CH2:24][CH2:23][CH2:22]3)[CH2:2][CH:3]3[CH2:9][CH:7]([CH2:6][CH:5]([CH2:4]3)[CH2:10]1)[CH2:8]2. The yield is 1.00. (8) The reactants are [NH2:1][C:2]1[N:10]=[CH:9][N:8]=[C:7]2[C:3]=1[N:4]=[C:5]([S:30][C:31]1[C:39]([I:40])=[CH:38][C:34]3[O:35][CH2:36][O:37][C:33]=3[CH:32]=1)[N:6]2[CH2:11][CH2:12][CH2:13][CH2:14][CH2:15][CH2:16][CH2:17][CH2:18][N:19]1C(=O)C2C(=CC=CC=2)C1=O.O.NN. The catalyst is BrC1N(CCCC#C)C2C(N=1)=C(N)N=CN=2. The product is [NH2:19][CH2:18][CH2:17][CH2:16][CH2:15][CH2:14][CH2:13][CH2:12][CH2:11][N:6]1[C:5]([S:30][C:31]2[C:39]([I:40])=[CH:38][C:34]3[O:35][CH2:36][O:37][C:33]=3[CH:32]=2)=[N:4][C:3]2[C:7]1=[N:8][CH:9]=[N:10][C:2]=2[NH2:1]. The yield is 0.340.